From a dataset of Full USPTO retrosynthesis dataset with 1.9M reactions from patents (1976-2016). Predict the reactants needed to synthesize the given product. (1) Given the product [Si:49]([O:48][C@@H:46]([CH3:47])[C@@H:45]([NH:56][C:57]1[CH:58]=[CH:59][C:60]([C:63]#[N:64])=[C:71]([Cl:73])[C:62]=1[CH3:61])[C:44]1[O:67][C:40]([C:39]2[CH:68]=[CH:69][CH:70]=[C:37]([O:36][Si:29]([C:32]([CH3:33])([CH3:34])[CH3:35])([CH3:30])[CH3:31])[CH:38]=2)=[N:42][N:43]=1)([C:52]([CH3:55])([CH3:53])[CH3:54])([CH3:50])[CH3:51], predict the reactants needed to synthesize it. The reactants are: C1(P(C2C=CC=CC=2)C2C=CC=CC=2)C=CC=CC=1.II.C(N(CC)CC)C.[Si:29]([O:36][C:37]1[CH:38]=[C:39]([CH:68]=[CH:69][CH:70]=1)[C:40]([NH:42][NH:43][C:44](=[O:67])[C@H:45]([NH:56][C:57]1[CH:62]=[CH:61][C:60]([C:63]#[N:64])=[C:59](Cl)[C:58]=1C)[C@@H:46]([O:48][Si:49]([C:52]([CH3:55])([CH3:54])[CH3:53])([CH3:51])[CH3:50])[CH3:47])=O)([C:32]([CH3:35])([CH3:34])[CH3:33])([CH3:31])[CH3:30].[CH2:71]([Cl:73])Cl. (2) Given the product [NH2:1][C:2]1[N:7]=[CH:6][N:5]=[C:4]2[N:8]([CH2:21][CH2:22][N:23]([CH2:24][C:25]3[CH:30]=[CH:29][CH:28]=[CH:27][CH:26]=3)[C:31](=[O:34])[CH:32]=[CH2:33])[N:9]=[C:10]([C:11]3[CH:12]=[C:13]([OH:20])[C:14]([F:19])=[C:15]([C:16]#[N:17])[CH:18]=3)[C:3]=12, predict the reactants needed to synthesize it. The reactants are: [NH2:1][C:2]1[N:7]=[CH:6][N:5]=[C:4]2[N:8]([CH2:21][CH2:22][NH:23][CH2:24][C:25]3[CH:30]=[CH:29][CH:28]=[CH:27][CH:26]=3)[N:9]=[C:10]([C:11]3[CH:12]=[C:13]([OH:20])[C:14]([F:19])=[C:15]([CH:18]=3)[C:16]#[N:17])[C:3]=12.[C:31](Cl)(=[O:34])[CH:32]=[CH2:33].